This data is from Forward reaction prediction with 1.9M reactions from USPTO patents (1976-2016). The task is: Predict the product of the given reaction. (1) The product is: [CH3:31][N:30]([CH3:32])[C:28]([C:25]1[CH:26]=[CH:27][C:22]2[O:21][C:20]([C:33]([NH:35][C:36]3[CH:41]=[CH:40][C:39]([Cl:42])=[CH:38][N:37]=3)=[O:34])=[C:19]([NH:18][C:16]([C@H:13]3[CH2:14][CH2:15][C@H:10]([N:8]([C:6](=[O:7])[CH2:5][OH:4])[CH3:9])[CH2:11][CH2:12]3)=[O:17])[C:23]=2[CH:24]=1)=[O:29]. Given the reactants C([O:4][CH2:5][C:6]([N:8]([C@H:10]1[CH2:15][CH2:14][C@H:13]([C:16]([NH:18][C:19]2[C:23]3[CH:24]=[C:25]([C:28]([N:30]([CH3:32])[CH3:31])=[O:29])[CH:26]=[CH:27][C:22]=3[O:21][C:20]=2[C:33]([NH:35][C:36]2[CH:41]=[CH:40][C:39]([Cl:42])=[CH:38][N:37]=2)=[O:34])=[O:17])[CH2:12][CH2:11]1)[CH3:9])=[O:7])(=O)C.[OH-].[Na+].Cl, predict the reaction product. (2) Given the reactants [Br:1][C:2]1[CH:3]=[C:4]([S:8]([C:10]2[CH:11]=[C:12]([C:18]#[N:19])[S:13][C:14]=2[N+:15]([O-])=O)=O)[CH:5]=[CH:6][CH:7]=1.CCO, predict the reaction product. The product is: [NH2:15][C:14]1[S:13][C:12]([C:18]#[N:19])=[CH:11][C:10]=1[S:8][C:4]1[CH:5]=[CH:6][CH:7]=[C:2]([Br:1])[CH:3]=1. (3) Given the reactants [CH2:1]([O:8][C:9]1[CH:10]=[C:11]2[C:16](=[CH:17][C:18]=1[O:19][CH3:20])[CH:15]([CH2:21]S(C1N(C3C=CC=CC=3)N=NN=1)(=O)=O)[N:14](C(OC(C)(C)C)=O)[CH2:13][CH2:12]2)[C:2]1[CH:7]=[CH:6][CH:5]=[CH:4][CH:3]=1.[CH3:43][C:44]1[CH:53]=[C:52]2[C:47]([CH2:48][CH2:49][CH2:50][O:51]2)=[CH:46][C:45]=1[CH:54]=O.C[Si]([N-][Si](C)(C)C)(C)C.[Li+], predict the reaction product. The product is: [CH2:1]([O:8][C:9]1[CH:10]=[C:11]2[C:16](=[CH:17][C:18]=1[O:19][CH3:20])[CH:15](/[CH:21]=[CH:54]/[C:45]1[CH:46]=[C:47]3[C:52](=[CH:53][C:44]=1[CH3:43])[O:51][CH2:50][CH2:49][CH2:48]3)[NH:14][CH2:13][CH2:12]2)[C:2]1[CH:7]=[CH:6][CH:5]=[CH:4][CH:3]=1. (4) Given the reactants [Br:1][C:2]1[CH:9]=[C:8]([CH3:10])[CH:7]=[C:6]([Br:11])[C:3]=1[CH:4]=O.Cl.[F:13][C:14]1[CH:19]=[CH:18][CH:17]=[CH:16][C:15]=1[NH:20][NH2:21].C([O-])(=O)C.[Na+], predict the reaction product. The product is: [F:13][C:14]1[CH:19]=[CH:18][CH:17]=[CH:16][C:15]=1[NH:20][N:21]=[CH:4][C:3]1[C:2]([Br:1])=[CH:9][C:8]([CH3:10])=[CH:7][C:6]=1[Br:11]. (5) Given the reactants [CH2:1]([O:3][C:4](=[O:20])[NH:5][C:6](=[O:19])/[C:7](/[C:17]#[N:18])=[CH:8]\[C:9]1[CH:14]=[CH:13][C:12]([Cl:15])=[C:11]([Cl:16])[CH:10]=1)C, predict the reaction product. The product is: [CH3:1][O:3][C:4](=[O:20])[NH:5][C:6](=[O:19])/[C:7](/[C:17]#[N:18])=[CH:8]\[C:9]1[CH:14]=[CH:13][C:12]([Cl:15])=[C:11]([Cl:16])[CH:10]=1.